Binary Classification. Given a miRNA mature sequence and a target amino acid sequence, predict their likelihood of interaction. From a dataset of Experimentally validated miRNA-target interactions with 360,000+ pairs, plus equal number of negative samples. The miRNA is cel-miR-230-3p with sequence GUAUUAGUUGUGCGACCAGGAGA. The protein sequence of the target gene is MHRAVDPPGARSAREAFALGGLSCAGAWSSCPPHPPPRSSWLPGGRCSASVGQPPLSAPLPPSHGSSSGHPNKPYYAPGTPTPRPLHGKLESLHGCVQALLREPAQPGLWEQLGQLYESEHDSEEAVCCYHRALRYGGSFAELGPRIGRLQQAQLWNFHAGSCQHRAKVLPPLEQVWNLLHLEHKRNYGAKRGGPPVKRSAEPPVVQPMPPAALSGPSGEEGLSPGGKRRRGCSSEQAGLPPGLPLPPPPPPPPPPPPPPPPPPPPLPGLAISPPFQLTKPGLWNTLHGDAWGPERKGSA.... Result: 0 (no interaction).